Dataset: Catalyst prediction with 721,799 reactions and 888 catalyst types from USPTO. Task: Predict which catalyst facilitates the given reaction. Reactant: [CH2:1]([N:3]1[C:7]([C:8]2[C:9]([CH3:17])=[C:10]([CH:14]=[CH:15][CH:16]=2)[C:11]([OH:13])=O)=[C:6]([CH3:18])[CH:5]=[N:4]1)[CH3:2].Cl.[NH2:20][CH2:21][C:22]1[C:23](=[O:30])[NH:24][C:25]([CH3:29])=[CH:26][C:27]=1[CH3:28].C(N(CC)C(C)C)(C)C.F[P-](F)(F)(F)(F)F.N1(OC(N(C)C)=[N+](C)C)C2N=CC=CC=2N=N1. Product: [CH3:28][C:27]1[CH:26]=[C:25]([CH3:29])[NH:24][C:23](=[O:30])[C:22]=1[CH2:21][NH:20][C:11](=[O:13])[C:10]1[CH:14]=[CH:15][CH:16]=[C:8]([C:7]2[N:3]([CH2:1][CH3:2])[N:4]=[CH:5][C:6]=2[CH3:18])[C:9]=1[CH3:17]. The catalyst class is: 35.